Dataset: Full USPTO retrosynthesis dataset with 1.9M reactions from patents (1976-2016). Task: Predict the reactants needed to synthesize the given product. (1) Given the product [OH:8][CH:9]1[CH2:10][CH:11]([NH:13][C:14](=[O:20])[O:15][C:16]([CH3:18])([CH3:17])[CH3:19])[CH2:12]1, predict the reactants needed to synthesize it. The reactants are: C([O:8][CH:9]1[CH2:12][CH:11]([NH:13][C:14](=[O:20])[O:15][C:16]([CH3:19])([CH3:18])[CH3:17])[CH2:10]1)C1C=CC=CC=1. (2) Given the product [CH2:1]([O:8][C:9]([NH:11][C@H:12]([C:19]1[CH:20]=[C:21]([NH:25][C:26]([O:28][CH2:29][CH2:30][C:31]2[CH:36]=[CH:35][C:34]([CH:69]([NH:41][C:42]3[CH:43]=[C:44]4[C:49](=[CH:50][CH:51]=3)[C:48]([N:52]([C:53]([O:55][C:56]([CH3:57])([CH3:58])[CH3:59])=[O:54])[C:60]([O:62][C:63]([CH3:66])([CH3:65])[CH3:64])=[O:61])=[N:47][CH:46]=[CH:45]4)[C:68]([OH:72])=[O:71])=[CH:33][C:32]=2[CH3:40])=[O:27])[CH:22]=[CH:23][CH:24]=1)[CH2:13][C:14]([O:16][CH2:17][CH3:18])=[O:15])=[O:10])[C:2]1[CH:7]=[CH:6][CH:5]=[CH:4][CH:3]=1, predict the reactants needed to synthesize it. The reactants are: [CH2:1]([O:8][C:9]([NH:11][C@H:12]([C:19]1[CH:20]=[C:21]([NH:25][C:26]([O:28][CH2:29][CH2:30][C:31]2[CH:36]=[CH:35][C:34](B(O)O)=[CH:33][C:32]=2[CH3:40])=[O:27])[CH:22]=[CH:23][CH:24]=1)[CH2:13][C:14]([O:16][CH2:17][CH3:18])=[O:15])=[O:10])[C:2]1[CH:7]=[CH:6][CH:5]=[CH:4][CH:3]=1.[NH2:41][C:42]1[CH:43]=[C:44]2[C:49](=[CH:50][CH:51]=1)[C:48]([N:52]([C:60]([O:62][C:63]([CH3:66])([CH3:65])[CH3:64])=[O:61])[C:53]([O:55][C:56]([CH3:59])([CH3:58])[CH3:57])=[O:54])=[N:47][CH:46]=[CH:45]2.O.[C:68]([OH:72])(=[O:71])[CH:69]=O. (3) The reactants are: O[Li].O.[CH3:4][C@@:5]1([C:21]([O:23]CC)=[O:22])[CH2:10][CH2:9][CH2:8][N:7]([C:11]([O:13][CH2:14][C:15]2[CH:20]=[CH:19][CH:18]=[CH:17][CH:16]=2)=[O:12])[CH2:6]1.Cl. Given the product [CH2:14]([O:13][C:11]([N:7]1[CH2:8][CH2:9][CH2:10][C@@:5]([CH3:4])([C:21]([OH:23])=[O:22])[CH2:6]1)=[O:12])[C:15]1[CH:16]=[CH:17][CH:18]=[CH:19][CH:20]=1, predict the reactants needed to synthesize it. (4) Given the product [C:25]([C:11]1[C:10]([O:13][CH3:14])=[CH:9][C:8]([CH2:15][C@H:16]([NH:18][C:19](=[O:24])[C:20]([F:21])([F:22])[F:23])[CH3:17])=[C:7]([O:6][CH3:5])[CH:12]=1)(=[O:32])[C:26]1[CH:31]=[CH:30][CH:29]=[CH:28][CH:27]=1, predict the reactants needed to synthesize it. The reactants are: [Cl-].[Al+3].[Cl-].[Cl-].[CH3:5][O:6][C:7]1[CH:12]=[CH:11][C:10]([O:13][CH3:14])=[CH:9][C:8]=1[CH2:15][C@H:16]([NH:18][C:19](=[O:24])[C:20]([F:23])([F:22])[F:21])[CH3:17].[C:25](Cl)(=[O:32])[C:26]1[CH:31]=[CH:30][CH:29]=[CH:28][CH:27]=1. (5) Given the product [CH2:22]=[C:2]([CH2:72][CH3:73])[CH2:3][C:4]1([C:17]([O:19][CH2:20][CH3:21])=[O:18])[CH2:9][CH2:8][N:7]([C:10]([O:12][C:13]([CH3:14])([CH3:15])[CH3:16])=[O:11])[CH2:6][CH2:5]1, predict the reactants needed to synthesize it. The reactants are: Br[C:2](=[CH2:22])[CH2:3][C:4]1([C:17]([O:19][CH2:20][CH3:21])=[O:18])[CH2:9][CH2:8][N:7]([C:10]([O:12][C:13]([CH3:16])([CH3:15])[CH3:14])=[O:11])[CH2:6][CH2:5]1.C1C=CC(P(C2C(C3C(P(C4C=CC=CC=4)C4C=CC=CC=4)=CC=C4C=3C=CC=C4)=C3C(C=CC=C3)=CC=2)C2C=CC=CC=2)=CC=1.C([Zn][CH2:72][CH3:73])C.